From a dataset of Forward reaction prediction with 1.9M reactions from USPTO patents (1976-2016). Predict the product of the given reaction. (1) Given the reactants [F:1][C:2]([F:25])([F:24])[C:3]1[CH:4]=[C:5]([N:9]2[CH2:14][CH2:13][N:12]([C:15]3[N:20]=[CH:19][C:18]([C:21](=[S:23])[NH2:22])=[CH:17][CH:16]=3)[CH2:11][CH2:10]2)[CH:6]=[CH:7][CH:8]=1.CO[C:28](OC)([N:30]([CH3:32])[CH3:31])[CH3:29], predict the reaction product. The product is: [CH3:31][N:30]([CH3:32])[C:28](=[N:22][C:21]([C:18]1[CH:19]=[N:20][C:15]([N:12]2[CH2:11][CH2:10][N:9]([C:5]3[CH:6]=[CH:7][CH:8]=[C:3]([C:2]([F:1])([F:24])[F:25])[CH:4]=3)[CH2:14][CH2:13]2)=[CH:16][CH:17]=1)=[S:23])[CH3:29]. (2) Given the reactants [H-].[H-].[H-].[H-].[Li+].[Al+3].C([O:10][C:11]([C:13]1[C:22]2[C:17](=[CH:18][C:19]([O:23][CH3:24])=[CH:20][CH:21]=2)[CH:16]=[C:15]([NH:25][C:26]2[CH:30]=[C:29]([CH3:31])[NH:28][N:27]=2)[N:14]=1)=O)(C)C, predict the reaction product. The product is: [CH3:24][O:23][C:19]1[CH:18]=[C:17]2[C:22](=[CH:21][CH:20]=1)[C:13]([CH2:11][OH:10])=[N:14][C:15]([NH:25][C:26]1[CH:30]=[C:29]([CH3:31])[NH:28][N:27]=1)=[CH:16]2. (3) The product is: [CH2:4]([O:6][CH:7]1[CH2:12][CH2:11][N:10]([C:13]([C:15]2[CH:16]=[C:17]([CH:18]=[CH:19][C:20]=2[F:21])[CH2:22][C:23]2[C:25]3[C:26](=[C:27]([CH3:31])[NH:28][C:29]=3[CH3:30])[C:32](=[O:34])[NH:2][N:3]=2)=[O:14])[CH2:9][CH2:8]1)[CH3:5]. Given the reactants O.[NH2:2][NH2:3].[CH2:4]([O:6][CH:7]1[CH2:12][CH2:11][N:10]([C:13]([C:15]2[CH:16]=[C:17]([CH2:22][C:23]([C:25]3[C:26]([C:32]([O:34]C)=O)=[C:27]([CH3:31])[NH:28][C:29]=3[CH3:30])=O)[CH:18]=[CH:19][C:20]=2[F:21])=[O:14])[CH2:9][CH2:8]1)[CH3:5], predict the reaction product.